This data is from Full USPTO retrosynthesis dataset with 1.9M reactions from patents (1976-2016). The task is: Predict the reactants needed to synthesize the given product. (1) Given the product [CH2:1]([O:8][C:9]1[CH:10]=[C:11]2[C:15](=[CH:16][CH:17]=1)[N:14]([S:33]([C:29]1[S:28][CH:32]=[CH:31][CH:30]=1)(=[O:35])=[O:34])[CH:13]=[C:12]2[CH:18]=[C:19]1[S:23][C:22](=[O:24])[NH:21][C:20]1=[O:25])[C:2]1[CH:3]=[CH:4][CH:5]=[CH:6][CH:7]=1, predict the reactants needed to synthesize it. The reactants are: [CH2:1]([O:8][C:9]1[CH:10]=[C:11]2[C:15](=[CH:16][CH:17]=1)[NH:14][CH:13]=[C:12]2[CH:18]=[C:19]1[S:23][C:22](=[O:24])[NH:21][C:20]1=[O:25])[C:2]1[CH:7]=[CH:6][CH:5]=[CH:4][CH:3]=1.[H-].[Na+].[S:28]1[CH:32]=[CH:31][CH:30]=[C:29]1[S:33](Cl)(=[O:35])=[O:34]. (2) The reactants are: Cl.[Sn](Cl)Cl.[Cl:5][C:6]1[CH:11]=[CH:10][C:9]([N:12]2[CH2:17][CH2:16][CH2:15][CH2:14][CH2:13]2)=[C:8]([N+:18]([O-])=O)[CH:7]=1.C(=O)(O)[O-].[Na+]. Given the product [Cl:5][C:6]1[CH:11]=[CH:10][C:9]([N:12]2[CH2:17][CH2:16][CH2:15][CH2:14][CH2:13]2)=[C:8]([CH:7]=1)[NH2:18], predict the reactants needed to synthesize it. (3) Given the product [F:1][C:2]1[CH:7]=[CH:6][C:5]([C:8]2[N:9]=[C:10]([CH:20]([CH3:22])[CH3:21])[NH:11][C:12]=2[C:13]2[CH:18]=[CH:17][CH:16]=[C:15]([CH3:19])[N:14]=2)=[CH:4][C:3]=1[C:23]1[NH:24][CH:25]=[CH:26][CH:27]=1, predict the reactants needed to synthesize it. The reactants are: [F:1][C:2]1[CH:7]=[CH:6][C:5]([C:8]2[N:9]=[C:10]([CH:20]([CH3:22])[CH3:21])[NH:11][C:12]=2[C:13]2[CH:18]=[CH:17][CH:16]=[C:15]([CH3:19])[N:14]=2)=[CH:4][C:3]=1[C:23]1[N:24](C(OC(C)(C)C)=O)[CH:25]=[CH:26][CH:27]=1.C[O-].[Na+].CO. (4) Given the product [CH3:34][O:35][C:36](=[O:39])[CH2:37][O:21][C:8]1[CH:7]=[C:6]([CH3:22])[CH:5]=[C:4]2[C:9]=1[C:10]([CH3:20])=[C:11]([CH2:12][C:13]1[CH:18]=[CH:17][C:16]([Cl:19])=[CH:15][CH:14]=1)[C:2]([Cl:1])=[N:3]2, predict the reactants needed to synthesize it. The reactants are: [Cl:1][C:2]1[C:11]([CH2:12][C:13]2[CH:18]=[CH:17][C:16]([Cl:19])=[CH:15][CH:14]=2)=[C:10]([CH3:20])[C:9]2[C:8]([OH:21])=[CH:7][C:6]([CH3:22])=[CH:5][C:4]=2[N:3]=1.CN(C)C=O.C(=O)([O-])[O-].[K+].[K+].[CH3:34][O:35][C:36](=[O:39])[CH2:37]Br. (5) Given the product [CH:5]12[CH2:10][CH:9]1[CH2:8][N:7]([C:11]([C:12]1([C:13]3[S:14][CH:15]=[C:16]([C:18]4[CH:23]=[CH:22][C:21]([Cl:24])=[CH:20][CH:19]=4)[N:17]=3)[CH2:3][CH2:2]1)=[O:25])[CH2:6]2, predict the reactants needed to synthesize it. The reactants are: [O-][CH2:2][CH3:3].[Na+].[CH:5]12[CH2:10][CH:9]1[CH2:8][N:7]([C:11](=[O:25])[CH2:12][C:13]1[S:14][CH:15]=[C:16]([C:18]3[CH:23]=[CH:22][C:21]([Cl:24])=[CH:20][CH:19]=3)[N:17]=1)[CH2:6]2.BrCCBr. (6) The reactants are: [CH3:1][C:2]([CH3:9])([CH3:8])[CH2:3][CH:4](O)[CH:5]=[CH2:6].C=CCCC=C.S(Br)([Br:18])=O. Given the product [Br:18][CH2:6]/[CH:5]=[CH:4]/[CH2:3][C:2]([CH3:9])([CH3:8])[CH3:1], predict the reactants needed to synthesize it.